This data is from TCR-epitope binding with 47,182 pairs between 192 epitopes and 23,139 TCRs. The task is: Binary Classification. Given a T-cell receptor sequence (or CDR3 region) and an epitope sequence, predict whether binding occurs between them. (1) The epitope is TFYLTNDVSFL. Result: 0 (the TCR does not bind to the epitope). The TCR CDR3 sequence is CSARDSGRAGGPYEQYF. (2) The epitope is DPFRLLQNSQVFS. The TCR CDR3 sequence is CSVDVGLALDNEQFF. Result: 0 (the TCR does not bind to the epitope).